From a dataset of Catalyst prediction with 721,799 reactions and 888 catalyst types from USPTO. Predict which catalyst facilitates the given reaction. Reactant: [ClH:1].[F:2][CH:3]1[CH:8]([NH:9][C:10]2[CH:15]=[CH:14][C:13]([N+:16]([O-:18])=[O:17])=[CH:12][CH:11]=2)[CH2:7][CH2:6][N:5](C(OC(C)(C)C)=O)[CH2:4]1. Product: [ClH:1].[F:2][CH:3]1[CH:8]([NH:9][C:10]2[CH:11]=[CH:12][C:13]([N+:16]([O-:18])=[O:17])=[CH:14][CH:15]=2)[CH2:7][CH2:6][NH:5][CH2:4]1. The catalyst class is: 5.